From a dataset of TCR-epitope binding with 47,182 pairs between 192 epitopes and 23,139 TCRs. Binary Classification. Given a T-cell receptor sequence (or CDR3 region) and an epitope sequence, predict whether binding occurs between them. (1) The epitope is QVPLRPMTYK. The TCR CDR3 sequence is CASSLSGQETDTQYF. Result: 0 (the TCR does not bind to the epitope). (2) The epitope is FTYASALWEI. The TCR CDR3 sequence is CASSSVDRSSYEQYF. Result: 0 (the TCR does not bind to the epitope). (3) The epitope is LPPAYTNSF. The TCR CDR3 sequence is CASSSSGSSYNEQFF. Result: 0 (the TCR does not bind to the epitope). (4) The epitope is GLNKIVRMY. The TCR CDR3 sequence is CASSSTVEAFF. Result: 0 (the TCR does not bind to the epitope).